This data is from Catalyst prediction with 721,799 reactions and 888 catalyst types from USPTO. The task is: Predict which catalyst facilitates the given reaction. Reactant: [OH-].[Li+].[CH:3]1([C:6]2[C:15]3[C:10](=[CH:11][CH:12]=[CH:13][CH:14]=3)[C:9]([N:16]3[C:20]([C:21]([F:24])([F:23])[F:22])=[N:19][N:18]=[C:17]3[S:25][C:26]([CH3:33])([CH3:32])[C:27]([O:29]CC)=[O:28])=[CH:8][CH:7]=2)[CH2:5][CH2:4]1. Product: [CH:3]1([C:6]2[C:15]3[C:10](=[CH:11][CH:12]=[CH:13][CH:14]=3)[C:9]([N:16]3[C:20]([C:21]([F:22])([F:24])[F:23])=[N:19][N:18]=[C:17]3[S:25][C:26]([CH3:33])([CH3:32])[C:27]([OH:29])=[O:28])=[CH:8][CH:7]=2)[CH2:4][CH2:5]1. The catalyst class is: 1.